Dataset: Catalyst prediction with 721,799 reactions and 888 catalyst types from USPTO. Task: Predict which catalyst facilitates the given reaction. (1) Reactant: [NH2:1][CH2:2][C:3]([OH:5])=[O:4].[CH3:6][O:7][CH:8]([CH2:36][CH2:37][CH2:38][CH2:39][CH2:40][CH2:41][CH2:42][CH3:43])[CH2:9][CH:10]([O:14][C:15]([C:30]1[CH:35]=[CH:34][CH:33]=[CH:32][CH:31]=1)([C:22]1[CH:27]=[CH:26][C:25]([O:28][CH3:29])=[CH:24][CH:23]=1)[C:16]1[CH:21]=[CH:20][CH:19]=[CH:18][CH:17]=1)[C:11]([NH2:13])=[O:12].[OH:44]CCCCCCCCCCCC(O)=O.Cl.C(N=C=NCCCN(C)C)C.O.ON1C2C=CC=CC=2N=N1.C(N(CC)CC)C. Product: [OH:44][CH2:43][CH2:42][CH2:41][CH2:40][CH2:39][CH2:38][CH2:37][CH2:36][CH2:8][CH2:9][CH2:10][C:11]([NH:13][NH:1][CH2:2][C:3]([OH:5])=[O:4])=[O:12].[CH3:6][O:7][CH:8]([CH2:36][CH2:37][CH2:38][CH2:39][CH2:40][CH2:41][CH2:42][CH3:43])[CH2:9][CH:10]([O:14][C:15]([C:30]1[CH:31]=[CH:32][CH:33]=[CH:34][CH:35]=1)([C:22]1[CH:23]=[CH:24][C:25]([O:28][CH3:29])=[CH:26][CH:27]=1)[C:16]1[CH:21]=[CH:20][CH:19]=[CH:18][CH:17]=1)[C:11]([NH2:13])=[O:12]. The catalyst class is: 272. (2) The catalyst class is: 71. Reactant: C[O:2][C:3](=[O:30])[C:4]1[CH:9]=[CH:8][CH:7]=[C:6]([CH2:10][CH2:11][CH:12]([NH:22][C:23]([O:25][C:26]([CH3:29])([CH3:28])[CH3:27])=[O:24])[C:13]([N:15]2[CH2:20][CH2:19][CH:18]([CH3:21])[CH2:17][CH2:16]2)=[O:14])[CH:5]=1.[OH-].[Na+]. Product: [C:26]([O:25][C:23]([NH:22][CH:12]([C:13]([N:15]1[CH2:16][CH2:17][CH:18]([CH3:21])[CH2:19][CH2:20]1)=[O:14])[CH2:11][CH2:10][C:6]1[CH:5]=[C:4]([CH:9]=[CH:8][CH:7]=1)[C:3]([OH:30])=[O:2])=[O:24])([CH3:29])([CH3:27])[CH3:28]. (3) Reactant: [OH:1][CH2:2][CH2:3][N:4]1[CH2:8][CH2:7][NH:6][C:5]1=[C:9]([C:12]#[N:13])[C:10]#[N:11].C(=O)([O-])[O-].[K+].[K+].[Br:20][CH2:21][CH2:22][CH2:23]Br.O. Product: [Br:20][CH2:21][CH2:22][CH2:23][N:6]1[CH2:7][CH2:8][N:4]([CH2:3][CH2:2][OH:1])[C:5]1=[C:9]([C:10]#[N:11])[C:12]#[N:13]. The catalyst class is: 3. (4) Reactant: CC([N:5]([CH2:9][CH2:10][NH:11][C:12]([C:14]1[CH:19]=[CH:18][CH:17]=[C:16]([NH:20][C:21]2[N:26]=[C:25]([NH:27][C:28]3[CH:33]=[C:32]([OH:34])[CH:31]=[CH:30][C:29]=3[CH3:35])[CH:24]=[CH:23][N:22]=2)[CH:15]=1)=[O:13])C(=O)[O-])(C)C. Product: [NH2:5][CH2:9][CH2:10][NH:11][C:12](=[O:13])[C:14]1[CH:19]=[CH:18][CH:17]=[C:16]([NH:20][C:21]2[N:26]=[C:25]([NH:27][C:28]3[CH:33]=[C:32]([OH:34])[CH:31]=[CH:30][C:29]=3[CH3:35])[CH:24]=[CH:23][N:22]=2)[CH:15]=1. The catalyst class is: 557. (5) Reactant: [CH2:1]([C:5]1[CH:10]=[CH:9][C:8]([C:11]([CH3:40])([CH2:15][CH2:16][CH2:17][CH2:18][C:19](=[O:39])[CH2:20][CH2:21][CH2:22][CH2:23][C:24]([C:29]2[CH:34]=[CH:33][C:32]([CH2:35]C(C)C)=[CH:31][CH:30]=2)([CH3:28])[C:25]([OH:27])=[O:26])[C:12]([OH:14])=[O:13])=[CH:7][CH:6]=1)C(C)C.C(OC(=O)C(C)(C1C=CC(C)=CC=1)CCCCC(=O)CCCCC(C)(C1C=CC(C)=CC=1)C(OCC)=O)C.[OH-].[K+]. Product: [CH3:28][C:24]([C:29]1[CH:34]=[CH:33][C:32]([CH3:35])=[CH:31][CH:30]=1)([CH2:23][CH2:22][CH2:21][CH2:20][C:19](=[O:39])[CH2:18][CH2:17][CH2:16][CH2:15][C:11]([CH3:40])([C:8]1[CH:7]=[CH:6][C:5]([CH3:1])=[CH:10][CH:9]=1)[C:12]([OH:14])=[O:13])[C:25]([OH:27])=[O:26]. The catalyst class is: 97.